Dataset: Full USPTO retrosynthesis dataset with 1.9M reactions from patents (1976-2016). Task: Predict the reactants needed to synthesize the given product. (1) Given the product [CH:45]1([NH:48][C:49](=[S:50])[N:34]([CH2:33][CH2:32][N:9]([CH3:8])[C:10]([C:12]2[CH:13]=[C:14]3[C:22](=[CH:23][CH:24]=2)[N:21]([CH3:25])[C:20]2[CH2:19][CH2:18][CH:17]([CH:26]4[CH2:27][CH2:28][O:29][CH2:30][CH2:31]4)[CH2:16][C:15]3=2)=[O:11])[CH3:35])[CH2:47][CH2:46]1, predict the reactants needed to synthesize it. The reactants are: FC(F)(F)C(O)=O.[CH3:8][N:9]([CH2:32][CH2:33][NH:34][CH3:35])[C:10]([C:12]1[CH:13]=[C:14]2[C:22](=[CH:23][CH:24]=1)[N:21]([CH3:25])[C:20]1[CH2:19][CH2:18][CH:17]([CH:26]3[CH2:31][CH2:30][O:29][CH2:28][CH2:27]3)[CH2:16][C:15]2=1)=[O:11].C(N(CC)C(C)C)(C)C.[CH:45]1([N:48]=[C:49]=[S:50])[CH2:47][CH2:46]1. (2) Given the product [F:1][C:2]([F:11])([F:12])[C:3]([C:4]1[O:8][N:7]=[C:6]([NH2:18])[CH:5]=1)([CH3:10])[CH3:9], predict the reactants needed to synthesize it. The reactants are: [F:1][C:2]([F:12])([F:11])[C:3]([CH3:10])([CH3:9])[C:4](=[O:8])[CH2:5][C:6]#[N:7].S(O)(O)(=O)=O.[NH2:18]O.C(=O)([O-])O.[Na+].Cl. (3) Given the product [CH2:3]([O:5][C:6](=[O:28])[CH2:7][C:8]1[CH:13]=[CH:12][N:11]=[C:10]([C:14]2[CH:19]=[CH:18][C:17]([C:20]([F:21])([F:23])[F:22])=[CH:16][C:15]=2[CH2:24][N:25]([C:29](=[O:36])[C:30]2[CH:35]=[CH:34][CH:33]=[CH:32][CH:31]=2)[CH2:26][CH3:27])[CH:9]=1)[CH3:4], predict the reactants needed to synthesize it. The reactants are: Cl.Cl.[CH2:3]([O:5][C:6](=[O:28])[CH2:7][C:8]1[CH:13]=[CH:12][N:11]=[C:10]([C:14]2[CH:19]=[CH:18][C:17]([C:20]([F:23])([F:22])[F:21])=[CH:16][C:15]=2[CH2:24][NH:25][CH2:26][CH3:27])[CH:9]=1)[CH3:4].[C:29](Cl)(=[O:36])[C:30]1[CH:35]=[CH:34][CH:33]=[CH:32][CH:31]=1. (4) Given the product [CH:11]1[C:12]([C:13]#[N:14])=[CH:15][CH:16]=[C:9]([CH:8]([N:2]2[N:1]=[CH:5][N:4]=[CH:3]2)[C:17]2[CH:18]=[CH:19][C:20]([C:23]#[N:24])=[CH:21][CH:22]=2)[CH:10]=1, predict the reactants needed to synthesize it. The reactants are: [NH:1]1[CH:5]=[N:4][C:3]([Na])=[N:2]1.Br[CH2:8][C:9]1[CH:16]=[CH:15][C:12]([C:13]#[N:14])=[CH:11][CH:10]=1.[C:17]1(C)[CH:22]=[CH:21][C:20]([C:23]#[N:24])=[CH:19][CH:18]=1.FC1C=CC(C#N)=CC=1.C[Si]([N-][Si](C)(C)C)(C)C.[Na+]. (5) Given the product [CH2:1]([O:8][C:9]1[CH:10]=[CH:11][C:12]([Br:16])=[C:13]([NH:14][C:22]([CH:19]2[CH2:20][CH2:21][O:17][CH2:18]2)=[O:23])[CH:15]=1)[C:2]1[CH:3]=[CH:4][CH:5]=[CH:6][CH:7]=1, predict the reactants needed to synthesize it. The reactants are: [CH2:1]([O:8][C:9]1[CH:10]=[CH:11][C:12]([Br:16])=[C:13]([CH:15]=1)[NH2:14])[C:2]1[CH:7]=[CH:6][CH:5]=[CH:4][CH:3]=1.[O:17]1[CH2:21][CH2:20][CH:19]([C:22](O)=[O:23])[CH2:18]1. (6) Given the product [C:38]([NH:1][C:2]1[CH:3]=[C:4]2[C:9](=[CH:10][C:11]=1[NH:12][CH2:13][CH3:14])[N:8]=[CH:7][N:6]=[C:5]2[N:15]1[CH2:20][CH2:19][N:18]([C:21](=[S:30])[NH:22][CH2:23][C:24]2[CH:29]=[CH:28][CH:27]=[CH:26][CH:25]=2)[CH2:17][CH2:16]1)(=[O:45])[C:39]1[CH:44]=[CH:43][CH:42]=[CH:41][CH:40]=1, predict the reactants needed to synthesize it. The reactants are: [NH2:1][C:2]1[CH:3]=[C:4]2[C:9](=[CH:10][C:11]=1[NH:12][CH2:13][CH3:14])[N:8]=[CH:7][N:6]=[C:5]2[N:15]1[CH2:20][CH2:19][N:18]([C:21](=[S:30])[NH:22][CH2:23][C:24]2[CH:29]=[CH:28][CH:27]=[CH:26][CH:25]=2)[CH2:17][CH2:16]1.C(N(CC)CC)C.[C:38](Cl)(=[O:45])[C:39]1[CH:44]=[CH:43][CH:42]=[CH:41][CH:40]=1.O.